The task is: Predict the product of the given reaction.. This data is from Forward reaction prediction with 1.9M reactions from USPTO patents (1976-2016). Given the reactants [I:1][C:2]1[C:10]2[C:5](=[N:6][C:7]([CH3:11])=[CH:8][CH:9]=2)[NH:4][N:3]=1.Br[CH2:13][CH2:14][CH2:15][NH:16][C:17](=[O:20])[O:18][CH3:19], predict the reaction product. The product is: [I:1][C:2]1[C:10]2[C:5](=[N:6][C:7]([CH3:11])=[CH:8][CH:9]=2)[N:4]([CH2:13][CH2:14][CH2:15][NH:16][C:17](=[O:20])[O:18][CH3:19])[N:3]=1.